This data is from Catalyst prediction with 721,799 reactions and 888 catalyst types from USPTO. The task is: Predict which catalyst facilitates the given reaction. (1) The catalyst class is: 4. Product: [S:42]1[CH:46]=[CH:45][CH:44]=[C:43]1[CH2:47][C:48]([NH:1][C:2]1[CH:3]=[C:4]2[C:8](=[CH:9][CH:10]=1)[N:7]([C:11]1[N:19]=[C:18]([NH:20][C@H:21]3[CH2:26][CH2:25][C@H:24]([NH:27][C:28]([O:30][C:31]([CH3:33])([CH3:34])[CH3:32])=[O:29])[CH2:23][CH2:22]3)[N:17]=[C:16]3[C:12]=1[N:13]=[CH:14][N:15]3[C:35]([O:37][C:38]([CH3:41])([CH3:40])[CH3:39])=[O:36])[CH2:6][CH2:5]2)=[O:49]. Reactant: [NH2:1][C:2]1[CH:3]=[C:4]2[C:8](=[CH:9][CH:10]=1)[N:7]([C:11]1[N:19]=[C:18]([NH:20][C@H:21]3[CH2:26][CH2:25][C@H:24]([NH:27][C:28]([O:30][C:31]([CH3:34])([CH3:33])[CH3:32])=[O:29])[CH2:23][CH2:22]3)[N:17]=[C:16]3[C:12]=1[N:13]=[CH:14][N:15]3[C:35]([O:37][C:38]([CH3:41])([CH3:40])[CH3:39])=[O:36])[CH2:6][CH2:5]2.[S:42]1[CH:46]=[CH:45][CH:44]=[C:43]1[CH2:47][C:48](Cl)=[O:49].C(N(C(C)C)CC)(C)C. (2) Reactant: [N:1]1[C:8]([NH2:9])=[N:7][C:5]([NH2:6])=[N:4][C:2]=1[NH2:3].[CH2:10]=[O:11]. Product: [CH2:10]=[O:11].[N:1]1[C:8]([NH2:9])=[N:7][C:5]([NH2:6])=[N:4][C:2]=1[NH2:3]. The catalyst class is: 6. (3) Reactant: [Cl-].[Ca+2].[Cl-].[BH4-].[Na+].[CH3:6][O:7][C:8](=O)[C@@H:9]([NH:13][C:14]([O:16][CH2:17][C:18]1[CH:23]=[CH:22][CH:21]=[CH:20][CH:19]=1)=[O:15])[CH2:10][O:11]C. Product: [CH2:17]([O:16][C:14](=[O:15])[NH:13][C@H:9]([CH2:10][OH:11])[CH2:8][O:7][CH3:6])[C:18]1[CH:19]=[CH:20][CH:21]=[CH:22][CH:23]=1. The catalyst class is: 8. (4) Reactant: F[C:2]1[CH:3]=[N:4][CH:5]=[CH:6][C:7]=1[C:8]1[O:9][C:10]2[CH:16]=[CH:15][C:14]([C:17]([F:20])([F:19])[F:18])=[CH:13][C:11]=2[N:12]=1.[CH3:21][CH:22]([OH:24])[CH3:23].[H-].[Na+]. Product: [CH:22]([O:24][C:2]1[CH:3]=[N:4][CH:5]=[CH:6][C:7]=1[C:8]1[O:9][C:10]2[CH:16]=[CH:15][C:14]([C:17]([F:20])([F:19])[F:18])=[CH:13][C:11]=2[N:12]=1)([CH3:23])[CH3:21]. The catalyst class is: 6. (5) Reactant: Cl.[Cl:2][C:3]1[CH:8]=[CH:7][CH:6]=[C:5]([Cl:9])[C:4]=1[C:10]1[NH:11][C:12]2[CH:18]=[C:17]([C:19](Cl)=[O:20])[CH:16]=[CH:15][C:13]=2[N:14]=1.[CH2:22]([NH2:25])[CH2:23][CH3:24].CCN(C(C)C)C(C)C.CO. Product: [CH2:22]([NH:25][C:19]([C:17]1[CH:16]=[CH:15][C:13]2[N:14]=[C:10]([C:4]3[C:5]([Cl:9])=[CH:6][CH:7]=[CH:8][C:3]=3[Cl:2])[NH:11][C:12]=2[CH:18]=1)=[O:20])[CH2:23][CH3:24]. The catalyst class is: 10. (6) Reactant: [CH2:1]([O:8][C:9]1[CH:10]=[CH:11][C:12]([C:15]2[C:19]3=[N:20][CH:21]=[CH:22][CH:23]=[C:18]3[NH:17][N:16]=2)=[N:13][CH:14]=1)[C:2]1[CH:7]=[CH:6][CH:5]=[CH:4][CH:3]=1.C([O-])([O-])=O.[K+].[K+].I[CH:31]([CH3:33])[CH3:32].C([O-])(O)=O.[Na+]. Product: [CH2:1]([O:8][C:9]1[CH:10]=[CH:11][C:12]([C:15]2[C:19]3=[N:20][CH:21]=[CH:22][CH:23]=[C:18]3[N:17]([CH:31]([CH3:33])[CH3:32])[N:16]=2)=[N:13][CH:14]=1)[C:2]1[CH:3]=[CH:4][CH:5]=[CH:6][CH:7]=1. The catalyst class is: 3. (7) Reactant: [Sn].[NH2:2][C:3]1[C:4]([C:15]([OH:17])=[O:16])=[CH:5][C:6]2[C:11]([C:12]=1Br)=[CH:10][CH:9]=[C:8]([Br:14])[CH:7]=2.Cl.O. Product: [NH2:2][C:3]1[C:4]([C:15]([OH:17])=[O:16])=[CH:5][C:6]2[C:11]([CH:12]=1)=[CH:10][CH:9]=[C:8]([Br:14])[CH:7]=2. The catalyst class is: 15. (8) Reactant: [Cl:1][C:2]1[CH:8]=[CH:7][C:5]([NH2:6])=[CH:4][C:3]=1[O:9][CH3:10].Br[CH2:12][C:13](=O)[C:14]([CH3:17])([CH3:16])[CH3:15].Cl.O. Product: [C:14]([C:13]1[NH:6][C:5]2[C:7]([CH:12]=1)=[CH:8][C:2]([Cl:1])=[C:3]([O:9][CH3:10])[CH:4]=2)([CH3:17])([CH3:16])[CH3:15]. The catalyst class is: 8. (9) Reactant: [Cl:1][C:2]1[CH:3]=[C:4]([C:24]2([C:30]([O:32]CC)=[O:31])[CH2:29][CH2:28][O:27][CH2:26][CH2:25]2)[CH:5]=[C:6]([C:14]2[CH:19]=[CH:18][C:17]([C:20]([F:23])([F:22])[F:21])=[CH:16][CH:15]=2)[C:7]=1[O:8][CH2:9][C:10]([F:13])([F:12])[F:11].O.[OH-].[Li+]. Product: [Cl:1][C:2]1[CH:3]=[C:4]([C:24]2([C:30]([OH:32])=[O:31])[CH2:25][CH2:26][O:27][CH2:28][CH2:29]2)[CH:5]=[C:6]([C:14]2[CH:15]=[CH:16][C:17]([C:20]([F:21])([F:22])[F:23])=[CH:18][CH:19]=2)[C:7]=1[O:8][CH2:9][C:10]([F:11])([F:12])[F:13]. The catalyst class is: 200.